Dataset: hERG Central: cardiac toxicity at 1µM, 10µM, and general inhibition. Task: Predict hERG channel inhibition at various concentrations. (1) The drug is CCOC(=O)C1CCN(C(=O)c2sc3nc(C)nc(N4CCC(C)CC4)c3c2C)CC1. Results: hERG_inhib (hERG inhibition (general)): blocker. (2) The compound is CCCn1c2ccccc2c2cnn(CC(=O)NCCCN3CCN(c4ccccc4)CC3)c(=O)c21. Results: hERG_inhib (hERG inhibition (general)): blocker. (3) The molecule is COC(=O)c1ccccc1NC(=O)CN1CCN(C(=O)c2ccco2)CC1. Results: hERG_inhib (hERG inhibition (general)): blocker.